From a dataset of NCI-60 drug combinations with 297,098 pairs across 59 cell lines. Regression. Given two drug SMILES strings and cell line genomic features, predict the synergy score measuring deviation from expected non-interaction effect. Drug 1: CC1=C(N=C(N=C1N)C(CC(=O)N)NCC(C(=O)N)N)C(=O)NC(C(C2=CN=CN2)OC3C(C(C(C(O3)CO)O)O)OC4C(C(C(C(O4)CO)O)OC(=O)N)O)C(=O)NC(C)C(C(C)C(=O)NC(C(C)O)C(=O)NCCC5=NC(=CS5)C6=NC(=CS6)C(=O)NCCC[S+](C)C)O. Drug 2: C1CC(=O)NC(=O)C1N2C(=O)C3=CC=CC=C3C2=O. Cell line: HCC-2998. Synergy scores: CSS=24.6, Synergy_ZIP=6.49, Synergy_Bliss=9.33, Synergy_Loewe=-11.2, Synergy_HSA=3.57.